From a dataset of Forward reaction prediction with 1.9M reactions from USPTO patents (1976-2016). Predict the product of the given reaction. (1) Given the reactants [CH2:1]([N:8]1[CH2:13][CH2:12][C:11]([OH:16])([C:14]#N)[CH2:10][CH2:9]1)[C:2]1[CH:7]=[CH:6][CH:5]=[CH:4][CH:3]=1.S(=O)(=O)(O)[OH:18].[C:22](=O)([O-])[O-:23].[Na+].[Na+], predict the reaction product. The product is: [CH2:1]([N:8]1[CH2:13][CH2:12][C:11]([OH:16])([C:14]([O:23][CH3:22])=[O:18])[CH2:10][CH2:9]1)[C:2]1[CH:7]=[CH:6][CH:5]=[CH:4][CH:3]=1. (2) Given the reactants [CH3:1][O:2][C:3](=[O:17])[CH:4]([C:9]1[CH:14]=[CH:13][C:12]([Cl:15])=[C:11]([Cl:16])[CH:10]=1)[CH2:5]C(O)=O.C1(P(N=[N+]=[N-])(C2C=CC=CC=2)=[O:25])C=CC=CC=1.C([N:37]([CH2:40]C)CC)C.N#N.C(O)(=O)[CH2:45][C:46]([CH2:51]C(O)=O)([C:48](O)=O)[OH:47], predict the reaction product. The product is: [CH3:1][O:2][C:3](=[O:17])[CH:4]([C:9]1[CH:14]=[CH:13][C:12]([Cl:15])=[C:11]([Cl:16])[CH:10]=1)[CH2:5][NH:37][C:40]([O:47][C:46]([CH3:45])([CH3:48])[CH3:51])=[O:25]. (3) Given the reactants [F:1][C:2]([F:9])([F:8])[C:3]1[CH:4]=[N:5][NH:6][CH:7]=1.Cl[C:11]1[N:16]=[CH:15][C:14]([C:17](=[O:21])[CH2:18][CH2:19][CH3:20])=[CH:13][CH:12]=1.C(=O)([O-])[O-].[K+].[K+], predict the reaction product. The product is: [F:1][C:2]([F:9])([F:8])[C:3]1[CH:4]=[N:5][N:6]([C:11]2[N:16]=[CH:15][C:14]([C:17](=[O:21])[CH2:18][CH2:19][CH3:20])=[CH:13][CH:12]=2)[CH:7]=1. (4) Given the reactants [CH:1]1([C:5]2[C:17]3[C:16]4[CH2:15][CH2:14][CH2:13][CH2:12][C:11]=4[C:10](=[O:18])[NH:9][C:8]=3[N:7]([CH2:19][C:20]3[CH:21]=[C:22]([CH:25]=[CH:26][CH:27]=3)[C:23]#[N:24])[N:6]=2)[CH2:4][CH2:3][CH2:2]1.[N-:28]=[N+:29]=[N-:30].C([Sn](=O)CCCC)CCC.N, predict the reaction product. The product is: [CH:1]1([C:5]2[C:17]3[C:16]4[CH2:15][CH2:14][CH2:13][CH2:12][C:11]=4[C:10](=[O:18])[NH:9][C:8]=3[N:7]([CH2:19][C:20]3[CH:27]=[CH:26][CH:25]=[C:22]([C:23]4[NH:30][N:29]=[N:28][N:24]=4)[CH:21]=3)[N:6]=2)[CH2:4][CH2:3][CH2:2]1.